This data is from M1 muscarinic receptor antagonist screen with 61,756 compounds. The task is: Binary Classification. Given a drug SMILES string, predict its activity (active/inactive) in a high-throughput screening assay against a specified biological target. The compound is S(CCCC)c1n(N)c(nn1)CCC. The result is 0 (inactive).